This data is from TCR-epitope binding with 47,182 pairs between 192 epitopes and 23,139 TCRs. The task is: Binary Classification. Given a T-cell receptor sequence (or CDR3 region) and an epitope sequence, predict whether binding occurs between them. (1) The epitope is FLPRVFSAV. The TCR CDR3 sequence is CASSQEADSYEQYF. Result: 1 (the TCR binds to the epitope). (2) The epitope is TPQDLNTML. The TCR CDR3 sequence is CASSLEGTSGPQETQYF. Result: 1 (the TCR binds to the epitope). (3) The epitope is KLWAQCVQL. The TCR CDR3 sequence is CASSSGTITGETQYF. Result: 1 (the TCR binds to the epitope).